Dataset: Full USPTO retrosynthesis dataset with 1.9M reactions from patents (1976-2016). Task: Predict the reactants needed to synthesize the given product. (1) Given the product [CH3:1][O:2][C:3]1[C:11]([O:12][CH3:13])=[CH:10][CH:9]=[CH:8][C:4]=1[C:5]([Cl:17])=[O:6], predict the reactants needed to synthesize it. The reactants are: [CH3:1][O:2][C:3]1[C:11]([O:12][CH3:13])=[CH:10][CH:9]=[CH:8][C:4]=1[C:5](O)=[O:6].C(Cl)(=O)C([Cl:17])=O. (2) Given the product [CH3:1][C:2]1([CH3:14])[C:10]2[C:5](=[CH:6][C:7]([N+:11]([O-:13])=[O:12])=[CH:8][CH:9]=2)[N:4]([C:22](=[O:24])[CH3:23])[CH2:3]1, predict the reactants needed to synthesize it. The reactants are: [CH3:1][C:2]1([CH3:14])[C:10]2[C:5](=[CH:6][C:7]([N+:11]([O-:13])=[O:12])=[CH:8][CH:9]=2)[NH:4][CH2:3]1.CCN(CC)CC.[C:22](Cl)(=[O:24])[CH3:23]. (3) Given the product [F:17][CH:2]([F:1])[C:3]1[C:4]([C:11]2[CH:16]=[CH:15][CH:14]=[CH:13][CH:12]=2)=[N:5][O:6][C:7]=1[C:8]1[O:10][N:21]=[C:20]([C:22]2[CH:23]=[CH:24][C:25]([CH2:26][N:27]3[CH2:28][CH:29]([C:31]([O:33][C:34]([CH3:35])([CH3:37])[CH3:36])=[O:32])[CH2:30]3)=[CH:38][CH:39]=2)[N:19]=1, predict the reactants needed to synthesize it. The reactants are: [F:1][CH:2]([F:17])[C:3]1[C:4]([C:11]2[CH:16]=[CH:15][CH:14]=[CH:13][CH:12]=2)=[N:5][O:6][C:7]=1[C:8]([OH:10])=O.O/[N:19]=[C:20](/[C:22]1[CH:39]=[CH:38][C:25]([CH2:26][N:27]2[CH2:30][CH:29]([C:31]([O:33][C:34]([CH3:37])([CH3:36])[CH3:35])=[O:32])[CH2:28]2)=[CH:24][CH:23]=1)\[NH2:21].C1C=CC2N(O)N=NC=2C=1.C(Cl)CCl.C(N(C(C)C)CC)(C)C. (4) The reactants are: [Si]([O:8][CH2:9][CH2:10][O:11][C:12]1[C:17]([O:18][CH2:19][C:20]2[C:25]([O:26][CH3:27])=[CH:24][CH:23]=[CH:22][C:21]=2[F:28])=[CH:16][C:15]([N:29]2[C:37](=[O:38])[NH:36][C:35]3[C:30]2=[N:31][C:32]([CH:41]([C:47]([O:49][CH2:50][CH3:51])=[O:48])[C:42]([O:44][CH2:45][CH3:46])=[O:43])=[N:33][C:34]=3[O:39][CH3:40])=[C:14]([Cl:52])[CH:13]=1)(C(C)(C)C)(C)C.[Si](OCCOC1C(OCC2C(OC)=CC=CC=2F)=CC(N)=C(Cl)C=1)(C(C)(C)C)(C)C.[F-].C([N+](CCCC)(CCCC)CCCC)CCC. Given the product [Cl:52][C:14]1[CH:13]=[C:12]([O:11][CH2:10][CH2:9][OH:8])[C:17]([O:18][CH2:19][C:20]2[C:25]([O:26][CH3:27])=[CH:24][CH:23]=[CH:22][C:21]=2[F:28])=[CH:16][C:15]=1[N:29]1[C:37](=[O:38])[NH:36][C:35]2[C:30]1=[N:31][C:32]([CH:41]([C:42]([O:44][CH2:45][CH3:46])=[O:43])[C:47]([O:49][CH2:50][CH3:51])=[O:48])=[N:33][C:34]=2[O:39][CH3:40], predict the reactants needed to synthesize it. (5) Given the product [Cl:22][CH2:9][CH:8]([N:11]1[CH2:16][CH2:15][C:14]2[S:17][CH:18]=[CH:19][C:13]=2[CH2:12]1)[C:3]1[CH:4]=[CH:5][CH:6]=[CH:7][C:2]=1[Cl:1], predict the reactants needed to synthesize it. The reactants are: [Cl:1][C:2]1[CH:7]=[CH:6][CH:5]=[CH:4][C:3]=1[CH:8]([N:11]1[CH2:16][CH2:15][C:14]2[S:17][CH:18]=[CH:19][C:13]=2[CH2:12]1)[CH2:9]O.S(Cl)([Cl:22])=O.